This data is from Peptide-MHC class I binding affinity with 185,985 pairs from IEDB/IMGT. The task is: Regression. Given a peptide amino acid sequence and an MHC pseudo amino acid sequence, predict their binding affinity value. This is MHC class I binding data. The peptide sequence is FLSHYFTLV. The MHC is HLA-A02:03 with pseudo-sequence HLA-A02:03. The binding affinity (normalized) is 0.646.